From a dataset of Peptide-MHC class I binding affinity with 185,985 pairs from IEDB/IMGT. Regression. Given a peptide amino acid sequence and an MHC pseudo amino acid sequence, predict their binding affinity value. This is MHC class I binding data. (1) The binding affinity (normalized) is 0.0847. The peptide sequence is QQDTNSAGL. The MHC is HLA-B15:01 with pseudo-sequence HLA-B15:01. (2) The peptide sequence is GTEKLTITY. The MHC is HLA-B15:09 with pseudo-sequence HLA-B15:09. The binding affinity (normalized) is 0.0847. (3) The MHC is HLA-B15:09 with pseudo-sequence HLA-B15:09. The binding affinity (normalized) is 0.0847. The peptide sequence is RVRDNMTKK. (4) The peptide sequence is IGKEAIVIW. The MHC is Mamu-B3901 with pseudo-sequence Mamu-B3901. The binding affinity (normalized) is 0.481. (5) The peptide sequence is VERLKHGTF. The MHC is HLA-B08:03 with pseudo-sequence HLA-B08:03. The binding affinity (normalized) is 0.0847. (6) The peptide sequence is MALVAFLRF. The MHC is HLA-A24:03 with pseudo-sequence HLA-A24:03. The binding affinity (normalized) is 0.763.